From a dataset of Reaction yield outcomes from USPTO patents with 853,638 reactions. Predict the reaction yield, written as a fraction of the theoretical maximum amount of product (1.0 means a 100% yield; for example, 0.34 means a 34% yield). (1) The reactants are [C:1]([O:4][CH2:5][CH:6]1[C:11]([N:21]2[C:33](=[O:34])[C:32]3[S:31][C:30]4[CH2:29][CH2:28][CH2:27][CH2:26][C:25]=4[C:24]=3[CH2:23][CH2:22]2)(B2OC(C)(C)C(C)(C)O2)[CH:10]=[C:9]([F:35])[CH:8]=[CH:7]1)(=[O:3])[CH3:2].Br[C:37]1[CH:38]=[C:39]([NH:45][C:46]2[NH:50][N:49]=[C:48]([CH:51]3[CH2:53][CH2:52]3)[CH:47]=2)[C:40](=[O:44])[N:41]([CH3:43])[CH:42]=1.CC(O[Na])=O.[O-]P([O-])([O-])=O.[K+].[K+].[K+]. The catalyst is C1C=CC(P(C2C=CC=CC=2)[C-]2C=CC=C2)=CC=1.C1C=CC(P(C2C=CC=CC=2)[C-]2C=CC=C2)=CC=1.Cl[Pd]Cl.[Fe+2].O.CC#N. The product is [C:1]([O:4][CH2:5][C:6]1[C:11]([N:21]2[C:33](=[O:34])[C:32]3[S:31][C:30]4[CH2:29][CH2:28][CH2:27][CH2:26][C:25]=4[C:24]=3[CH2:23][CH2:22]2)=[CH:10][C:9]([F:35])=[CH:8][C:7]=1[C:37]1[CH:38]=[C:39]([NH:45][C:46]2[CH:47]=[C:48]([CH:51]3[CH2:52][CH2:53]3)[NH:49][N:50]=2)[C:40](=[O:44])[N:41]([CH3:43])[CH:42]=1)(=[O:3])[CH3:2]. The yield is 0.520. (2) The reactants are [Cl:1][C:2]1[CH:3]=[CH:4][C:5]([O:11][CH3:12])=[C:6]([N:8]=[C:9]=[O:10])[CH:7]=1.[NH2:13][C:14]1[CH:22]=[CH:21][CH:20]=[C:19]2[C:15]=1[CH:16]=[CH:17][NH:18]2. The catalyst is C(Cl)Cl. The product is [Cl:1][C:2]1[CH:3]=[CH:4][C:5]([O:11][CH3:12])=[C:6]([NH:8][C:9]([NH:13][C:14]2[CH:22]=[CH:21][CH:20]=[C:19]3[C:15]=2[CH:16]=[CH:17][NH:18]3)=[O:10])[CH:7]=1. The yield is 0.700. (3) The yield is 0.840. The reactants are [CH:1]([N:4]1[CH:8]=[C:7]([C:9]([O:11]CC)=[O:10])[C:6]([C:14]([F:17])([F:16])[F:15])=[N:5]1)([CH3:3])[CH3:2].[OH-].[Li+]. The product is [CH:1]([N:4]1[CH:8]=[C:7]([C:9]([OH:11])=[O:10])[C:6]([C:14]([F:17])([F:16])[F:15])=[N:5]1)([CH3:3])[CH3:2]. The catalyst is C(O)C.O.O1CCOCC1.O. (4) The reactants are N1([C:6]([C:8]2[C:9]([CH3:16])=[C:10]([CH:14]=O)[NH:11][C:12]=2[CH3:13])=[O:7])C=CN=C1.[NH2:17][CH2:18][C@@H:19]([OH:27])[CH2:20][N:21]1[CH2:26][CH2:25][O:24][CH2:23][CH2:22]1.[Cl:28][C:29]1[CH:30]=[C:31]2[C:35](=[CH:36][CH:37]=1)[NH:34][C:33](=[O:38])[CH2:32]2.C(N(CC)CC)C. The catalyst is C1COCC1. The product is [Cl:28][C:29]1[CH:30]=[C:31]2[C:35](=[CH:36][CH:37]=1)[NH:34][C:33](=[O:38])/[C:32]/2=[CH:14]\[C:10]1[NH:11][C:12]([CH3:13])=[C:8]([C:6]([NH:17][CH2:18][C@@H:19]([OH:27])[CH2:20][N:21]2[CH2:22][CH2:23][O:24][CH2:25][CH2:26]2)=[O:7])[C:9]=1[CH3:16]. The yield is 0.290. (5) The reactants are O[CH:2]1[C:10]2[CH:9]=[C:8]3[CH2:11][CH2:12][N:13](C(OC(C)(C)C)=O)[CH2:14][CH2:15][C:7]3=[CH:6][C:5]=2[C:4](=O)[N:3]1[CH:24]([CH3:26])[CH3:25].C([SiH](CC)CC)C.C(O)(C(F)(F)F)=O.C([O-])([O-])=O.[Na+].[Na+]. The catalyst is C(Cl)Cl. The product is [CH3:26][CH:24]([N:3]1[CH2:4][C:5]2[CH:6]=[C:7]3[CH2:15][CH2:14][NH:13][CH2:12][CH2:11][C:8]3=[CH:9][C:10]=2[CH2:2]1)[CH3:25]. The yield is 0.880.